From a dataset of Forward reaction prediction with 1.9M reactions from USPTO patents (1976-2016). Predict the product of the given reaction. (1) Given the reactants I.[NH2:2][CH2:3][CH:4]1[CH2:9][CH2:8][CH2:7][CH:6]([N:10]2[C:19]3[C:14](=[CH:15][CH:16]=[CH:17][N:18]=3)[C:13]3=[N:20][O:21][C:22]([CH3:23])=[C:12]3[C:11]2=[O:24])[CH2:5]1.[C:25](O)(=[O:32])[C:26]1[CH:31]=[CH:30][CH:29]=[CH:28][CH:27]=1.Cl.CN(C)CCCN=C=NCC.ON1C2N=CC=CC=2N=N1.C(N(CC)C(C)C)(C)C, predict the reaction product. The product is: [CH3:23][C:22]1[O:21][N:20]=[C:13]2[C:14]3[C:19](=[N:18][CH:17]=[CH:16][CH:15]=3)[N:10]([CH:6]3[CH2:7][CH2:8][CH2:9][CH:4]([CH2:3][NH:2][C:25](=[O:32])[C:26]4[CH:31]=[CH:30][CH:29]=[CH:28][CH:27]=4)[CH2:5]3)[C:11](=[O:24])[C:12]=12. (2) Given the reactants [OH:1][C:2]1[C:3]([C:12]([OH:14])=O)=[CH:4][CH:5]=[C:6]2[C:11]=1[N:10]=[CH:9][CH:8]=[CH:7]2.[NH:15]1[C:23]2[C:18](=[CH:19][CH:20]=[CH:21][CH:22]=2)[C:17]([CH2:24][CH2:25][NH2:26])=[CH:16]1.ON1C2C=CC=CC=2N=N1.Cl.CN(C)CCCN=C=NCC.C(N(CC)CC)C, predict the reaction product. The product is: [NH:15]1[C:23]2[C:18](=[CH:19][CH:20]=[CH:21][CH:22]=2)[C:17]([CH2:24][CH2:25][NH:26][C:12]([C:3]2[C:2]([OH:1])=[C:11]3[C:6]([CH:7]=[CH:8][CH:9]=[N:10]3)=[CH:5][CH:4]=2)=[O:14])=[CH:16]1. (3) Given the reactants [F:1][C:2]1[C:7]([O:8][CH3:9])=[CH:6][C:5]([O:10][CH3:11])=[C:4]([F:12])[C:3]=1[N:13]1[CH2:22][C:21]2[C:16](=[N:17][C:18](S(C)=O)=[N:19][CH:20]=2)[N:15]([CH2:26][CH3:27])[C:14]1=[O:28].[NH2:29][CH:30]([CH2:33][OH:34])[CH2:31][OH:32], predict the reaction product. The product is: [F:1][C:2]1[C:7]([O:8][CH3:9])=[CH:6][C:5]([O:10][CH3:11])=[C:4]([F:12])[C:3]=1[N:13]1[CH2:22][C:21]2[C:16](=[N:17][C:18]([NH:29][CH:30]([CH2:33][OH:34])[CH2:31][OH:32])=[N:19][CH:20]=2)[N:15]([CH2:26][CH3:27])[C:14]1=[O:28]. (4) The product is: [OH:4][CH:5]1[CH2:10][CH2:9][CH:8]([NH:11][C:12]2[CH:19]=[C:18]([N:20]3[C:28]4[C:23](=[C:24]([O:29][CH3:30])[CH:25]=[CH:26][CH:27]=4)[CH:22]=[CH:21]3)[CH:17]=[CH:16][C:13]=2[C:14]([NH2:15])=[O:3])[CH2:7][CH2:6]1. Given the reactants CC[OH:3].[OH:4][CH:5]1[CH2:10][CH2:9][CH:8]([NH:11][C:12]2[CH:19]=[C:18]([N:20]3[C:28]4[C:23](=[C:24]([O:29][CH3:30])[CH:25]=[CH:26][CH:27]=4)[CH:22]=[CH:21]3)[CH:17]=[CH:16][C:13]=2[C:14]#[N:15])[CH2:7][CH2:6]1.[OH-].[Na+].OO, predict the reaction product. (5) Given the reactants [OH-].[Na+].Cl.[N+:4]([C:7]1[CH:14]=[CH:13][CH:12]=[CH:11][C:8]=1[CH2:9][NH2:10])([O-:6])=[O:5].CO.CC1(C)[O:23][C:22](=O)[CH:21]=[C:20]([CH3:25])[O:19]1, predict the reaction product. The product is: [N+:4]([C:7]1[CH:14]=[CH:13][CH:12]=[CH:11][C:8]=1[CH2:9][NH:10][C:22](=[O:23])[CH2:21][C:20](=[O:19])[CH3:25])([O-:6])=[O:5]. (6) Given the reactants [C:1]([O:5][C:6]([NH:8][C@@H:9]1[CH2:11][C@H:10]1[C:12]1[CH:13]=[C:14]([C:18]([OH:20])=O)[S:15][C:16]=1[CH3:17])=[O:7])([CH3:4])([CH3:3])[CH3:2].Cl.[CH3:22][N:23]1[CH:27]=[C:26]([NH2:28])[CH:25]=[N:24]1.C(N(CC)CC)C.F[P-](F)(F)(F)(F)F.N1(OC(N(C)C)=[N+](C)C)C2N=CC=CC=2N=N1, predict the reaction product. The product is: [C:1]([O:5][C:6](=[O:7])[NH:8][C@@H:9]1[CH2:11][C@H:10]1[C:12]1[CH:13]=[C:14]([C:18](=[O:20])[NH:28][C:26]2[CH:25]=[N:24][N:23]([CH3:22])[CH:27]=2)[S:15][C:16]=1[CH3:17])([CH3:2])([CH3:3])[CH3:4].